Task: Predict the reactants needed to synthesize the given product.. Dataset: Full USPTO retrosynthesis dataset with 1.9M reactions from patents (1976-2016) (1) Given the product [F:31][C:27]1[C:26]([F:32])=[C:25]2[C:30]([C:21]([CH2:20][N:8]3[C:9]([CH3:18])=[C:10]([C:12]4[CH:13]=[CH:14][CH:15]=[CH:16][CH:17]=4)[N:11]=[C:7]3[C:6]3[S:5][CH:4]=[N:3][C:2]=3[CH3:1])=[CH:22][C:23](=[O:33])[NH:24]2)=[CH:29][CH:28]=1.[F:31][C:27]1[C:26]([F:32])=[C:25]2[C:30]([C:21]([CH2:20][N:11]3[C:10]([C:12]4[CH:13]=[CH:14][CH:15]=[CH:16][CH:17]=4)=[C:9]([CH3:18])[N:8]=[C:7]3[C:6]3[S:5][CH:4]=[N:3][C:2]=3[CH3:1])=[CH:22][C:23](=[O:33])[NH:24]2)=[CH:29][CH:28]=1, predict the reactants needed to synthesize it. The reactants are: [CH3:1][C:2]1[N:3]=[CH:4][S:5][C:6]=1[C:7]1[NH:8][C:9]([CH3:18])=[C:10]([C:12]2[CH:17]=[CH:16][CH:15]=[CH:14][CH:13]=2)[N:11]=1.Br[CH2:20][C:21]1[C:30]2[C:25](=[C:26]([F:32])[C:27]([F:31])=[CH:28][CH:29]=2)[NH:24][C:23](=[O:33])[CH:22]=1. (2) Given the product [NH2:27][C:22]12[CH2:23][CH2:24][C:19]([C:3]([OH:18])([CH2:4][C:5]3[C:14]4[C:9](=[CH:10][CH:11]=[C:12]([O:15][CH3:16])[N:13]=4)[N:8]=[CH:7][C:6]=3[F:17])[C:2]([F:35])([F:36])[F:1])([CH2:26][CH2:25]1)[O:20][CH2:21]2, predict the reactants needed to synthesize it. The reactants are: [F:1][C:2]([F:36])([F:35])[C:3]([C:19]12[CH2:26][CH2:25][C:22]([NH:27]C(=O)OC(C)(C)C)([CH2:23][CH2:24]1)[CH2:21][O:20]2)([OH:18])[CH2:4][C:5]1[C:14]2[C:9](=[CH:10][CH:11]=[C:12]([O:15][CH3:16])[N:13]=2)[N:8]=[CH:7][C:6]=1[F:17].FC(F)(F)C(O)=O. (3) Given the product [Cl:1][C:2]1[CH:7]=[C:6]([CH3:27])[N:5]=[C:4]([O:8][C:9]2[C:10]([CH3:17])=[CH:11][C:12]([CH3:16])=[CH:13][C:14]=2[CH3:15])[C:3]=1[CH:18]=[O:19], predict the reactants needed to synthesize it. The reactants are: [Cl:1][C:2]1(C)[CH:7]=[CH:6][N:5]=[C:4]([O:8][C:9]2[C:14]([CH3:15])=[CH:13][C:12]([CH3:16])=[CH:11][C:10]=2[CH3:17])[CH:3]1[CH2:18][OH:19].[Cr](Cl)([O-])(=O)=O.[NH+]1C=CC=C[CH:27]=1. (4) Given the product [N:13]1[CH:14]=[CH:15][CH:16]=[C:11]([C:4]2[C:5]3[N:6]([CH:8]=[CH:9][N:10]=3)[N:7]=[CH:2][CH:3]=2)[CH:12]=1, predict the reactants needed to synthesize it. The reactants are: Cl[C:2]1[CH:3]=[C:4]([C:11]2[CH:12]=[N:13][CH:14]=[CH:15][CH:16]=2)[C:5]2[N:6]([CH:8]=[CH:9][N:10]=2)[N:7]=1.C([O-])=O.[NH4+]. (5) Given the product [F:15][C:11]1[CH:10]=[C:9]([N:6]2[C:7]3[N:8]=[CH:18][NH:1][C:2]=3[C:3](=[O:17])[NH:4][C:5]2=[S:16])[CH:14]=[CH:13][CH:12]=1, predict the reactants needed to synthesize it. The reactants are: [NH2:1][C:2]1[C:3](=[O:17])[NH:4][C:5](=[S:16])[N:6]([C:9]2[CH:14]=[CH:13][CH:12]=[C:11]([F:15])[CH:10]=2)[C:7]=1[NH2:8].[C:18](O)(=O)C.C(N)=N. (6) Given the product [Cl:35][C:4]1[CH:3]=[C:2]([CH:7]=[CH:6][C:5]=1[C:8]1[C:31](=[O:32])[N:30]([CH2:33][CH3:34])[C:11]2[N:12]=[C:13]([NH:16][C:17]3[CH:22]=[CH:21][C:20]([N:23]4[CH2:28][CH2:27][N:26]([CH3:29])[CH2:25][CH2:24]4)=[CH:19][CH:18]=3)[N:14]=[CH:15][C:10]=2[CH:9]=1)[C:37]#[N:38], predict the reactants needed to synthesize it. The reactants are: Br[C:2]1[CH:7]=[CH:6][C:5]([C:8]2[C:31](=[O:32])[N:30]([CH2:33][CH3:34])[C:11]3[N:12]=[C:13]([NH:16][C:17]4[CH:22]=[CH:21][C:20]([N:23]5[CH2:28][CH2:27][N:26]([CH3:29])[CH2:25][CH2:24]5)=[CH:19][CH:18]=4)[N:14]=[CH:15][C:10]=3[CH:9]=2)=[C:4]([Cl:35])[CH:3]=1.O.[CH3:37][N:38](C)C=O.